Dataset: Full USPTO retrosynthesis dataset with 1.9M reactions from patents (1976-2016). Task: Predict the reactants needed to synthesize the given product. (1) Given the product [CH:46]1[C:58]2[CH:57]([CH2:59][O:60][C:61]([NH:1][C@:2]34[CH2:37][CH2:36][C@@H:35]([C:38]([CH3:40])=[CH2:39])[C@@H:3]3[C@@H:4]3[C@@:17]([CH3:20])([CH2:18][CH2:19]4)[C@@:16]4([CH3:21])[C@@H:7]([C@:8]5([CH3:34])[C@@H:13]([CH2:14][CH2:15]4)[C:12]([CH3:22])([CH3:23])[C:11]([C:24]4[CH:25]=[CH:26][C:27]([C:28]([O:30][CH3:31])=[O:29])=[CH:32][CH:33]=4)=[CH:10][CH2:9]5)[CH2:6][CH2:5]3)=[O:62])[C:56]3[C:51](=[CH:52][CH:53]=[CH:54][CH:55]=3)[C:50]=2[CH:49]=[CH:48][CH:47]=1, predict the reactants needed to synthesize it. The reactants are: [NH2:1][C@:2]12[CH2:37][CH2:36][C@@H:35]([C:38]([CH3:40])=[CH2:39])[C@@H:3]1[C@@H:4]1[C@@:17]([CH3:20])([CH2:18][CH2:19]2)[C@@:16]2([CH3:21])[C@@H:7]([C@:8]3([CH3:34])[C@@H:13]([CH2:14][CH2:15]2)[C:12]([CH3:23])([CH3:22])[C:11]([C:24]2[CH:33]=[CH:32][C:27]([C:28]([O:30][CH3:31])=[O:29])=[CH:26][CH:25]=2)=[CH:10][CH2:9]3)[CH2:6][CH2:5]1.C(=O)(O)[O-].[Na+].[CH:46]1[C:58]2[CH:57]([CH2:59][O:60][C:61](Cl)=[O:62])[C:56]3[C:51](=[CH:52][CH:53]=[CH:54][CH:55]=3)[C:50]=2[CH:49]=[CH:48][CH:47]=1. (2) Given the product [NH2:14][C:6]1[CH:7]=[C:8]([CH:12]=[CH:13][C:5]=1[NH:4][CH2:3][CH2:2][OH:1])[C:9]([OH:11])=[O:10], predict the reactants needed to synthesize it. The reactants are: [OH:1][CH2:2][CH2:3][NH:4][C:5]1[CH:13]=[CH:12][C:8]([C:9]([OH:11])=[O:10])=[CH:7][C:6]=1[N+:14]([O-])=O. (3) Given the product [C:8]([O:12][C:13](=[O:45])[N:14]([CH3:44])[C@H:15]([C:17](=[O:43])[NH:18][C@@H:19]1[C:25](=[O:26])[N:24]([CH2:27][C:28]2[C:37]3[C:32](=[CH:33][CH:34]=[CH:35][CH:36]=3)[CH:31]=[CH:30][C:29]=2[CH3:38])[C:23]2[CH:39]=[CH:40][CH:41]=[CH:42][C:22]=2[N:21]([CH2:1][CH2:2][CH:3]([CH3:5])[CH3:4])[CH2:20]1)[CH3:16])([CH3:11])([CH3:9])[CH3:10], predict the reactants needed to synthesize it. The reactants are: [C:1](Cl)(=O)[CH2:2][CH:3]([CH3:5])[CH3:4].[C:8]([O:12][C:13](=[O:45])[N:14]([CH3:44])[C@H:15]([C:17](=[O:43])[NH:18][C@@H:19]1[C:25](=[O:26])[N:24]([CH2:27][C:28]2[C:37]3[C:32](=[CH:33][CH:34]=[CH:35][CH:36]=3)[CH:31]=[CH:30][C:29]=2[CH3:38])[C:23]2[CH:39]=[CH:40][CH:41]=[CH:42][C:22]=2[NH:21][CH2:20]1)[CH3:16])([CH3:11])([CH3:10])[CH3:9]. (4) Given the product [ClH:51].[CH3:31][CH:30]([CH3:32])[CH2:29][CH2:28][NH:33][CH:1]([C:4]1[O:8][C:7]([NH:9][C:10](=[O:27])[CH:11]([NH:15][C:16](=[O:26])[CH2:17][C:18]2[CH:23]=[C:22]([F:24])[CH:21]=[C:20]([F:25])[CH:19]=2)[CH2:12][CH2:13][CH3:14])=[N:6][CH:5]=1)[CH3:2], predict the reactants needed to synthesize it. The reactants are: [C:1]([C:4]1[O:8][C:7]([NH:9][C:10](=[O:27])[CH:11]([NH:15][C:16](=[O:26])[CH2:17][C:18]2[CH:23]=[C:22]([F:24])[CH:21]=[C:20]([F:25])[CH:19]=2)[CH2:12][CH2:13][CH3:14])=[N:6][CH:5]=1)(=O)[CH3:2].[CH2:28]([NH2:33])[CH2:29][CH:30]([CH3:32])[CH3:31].CC([O-])=O.[Na+].[O-]S([O-])(=O)=O.[Na+].[Na+].[BH3-]C#N.[Na+].C(Cl)[Cl:51]. (5) Given the product [NH2:7][CH:8]1[CH2:13][CH2:12][N:11]([C:14]2[CH:19]=[CH:18][C:17]([S:20]([NH:21][C:22]3[S:26][N:25]=[CH:24][N:23]=3)(=[O:28])=[O:27])=[CH:16][CH:15]=2)[CH2:10][CH2:9]1, predict the reactants needed to synthesize it. The reactants are: C(OC(=O)[NH:7][CH:8]1[CH2:13][CH2:12][N:11]([C:14]2[CH:19]=[CH:18][C:17]([S:20](=[O:28])(=[O:27])[NH:21][C:22]3[S:26][N:25]=[CH:24][N:23]=3)=[CH:16][CH:15]=2)[CH2:10][CH2:9]1)(C)(C)C. (6) Given the product [CH2:36]1[C:37]2[C:38](=[CH:39][CH:40]=[CH:41][CH:42]=2)[CH2:1][CH:35]1[O:34][CH:32]1[CH:31]([NH:43][C:44]([CH:46]2[CH2:50][CH2:49][CH2:48][N:47]2[C:51](=[O:65])[CH:52]([NH:54][C:55](=[O:64])[C:56]2[CH:61]=[CH:60][C:59]([NH2:62])=[C:58]([Cl:63])[CH:57]=2)[CH3:53])=[O:45])[CH2:30][C:29](=[O:28])[O:33]1, predict the reactants needed to synthesize it. The reactants are: [C:1](OC(C1CCCN1C(=O)C(NC(=O)C1C=CC(N)=C(Cl)C=1)C)=O)(C)(C)C.[O:28]=[C:29]1[O:33][CH:32]([O:34][CH2:35][CH2:36][C:37]2[CH:42]=[CH:41][CH:40]=[CH:39][CH:38]=2)[CH:31]([NH:43][C:44]([CH:46]2[CH2:50][CH2:49][CH2:48][N:47]2[C:51](=[O:65])[CH:52]([NH:54][C:55](=[O:64])[C:56]2[CH:61]=[CH:60][C:59]([NH2:62])=[C:58]([Cl:63])[CH:57]=2)[CH3:53])=[O:45])[CH2:30]1.